From a dataset of Catalyst prediction with 721,799 reactions and 888 catalyst types from USPTO. Predict which catalyst facilitates the given reaction. Reactant: [NH2:1][C@@H:2]([C:9]1[CH:14]=[CH:13][CH:12]=[CH:11][C:10]=1[F:15])[CH2:3][C:4]([O:6]CC)=[O:5].[CH3:16][C:17]([O:20][C:21](O[C:21]([O:20][C:17]([CH3:19])([CH3:18])[CH3:16])=[O:22])=[O:22])([CH3:19])[CH3:18]. Product: [C:21]([NH:1][C@@H:2]([C:9]1[CH:14]=[CH:13][CH:12]=[CH:11][C:10]=1[F:15])[CH2:3][C:4]([OH:6])=[O:5])([O:20][C:17]([CH3:19])([CH3:18])[CH3:16])=[O:22]. The catalyst class is: 20.